Dataset: Full USPTO retrosynthesis dataset with 1.9M reactions from patents (1976-2016). Task: Predict the reactants needed to synthesize the given product. (1) Given the product [Cl:1][C:2]1[CH:10]=[C:9]([F:11])[CH:8]=[CH:7][C:3]=1[C:4]([NH:34][CH2:33][C:29]1[CH:28]=[C:27]([CH:32]=[CH:31][CH:30]=1)[O:26][C:23]1[CH:24]=[CH:25][C:20]([O:19][C:16]([CH3:18])([CH3:17])[C:15]([OH:37])=[O:14])=[C:21]([CH3:35])[CH:22]=1)=[O:6], predict the reactants needed to synthesize it. The reactants are: [Cl:1][C:2]1[CH:10]=[C:9]([F:11])[CH:8]=[CH:7][C:3]=1[C:4]([OH:6])=O.C([O:14][C:15](=[O:37])[C:16]([O:19][C:20]1[CH:25]=[CH:24][C:23]([O:26][C:27]2[CH:32]=[CH:31][CH:30]=[C:29]([CH2:33][NH2:34])[CH:28]=2)=[CH:22][C:21]=1[CH2:35]C)([CH3:18])[CH3:17])C. (2) Given the product [CH2:7]([C:2]1[O:5][C:4](=[O:6])[C:3]([C:2](=[O:1])[CH2:7][CH3:8])=[C:4]([OH:5])[CH:3]=1)[CH3:8], predict the reactants needed to synthesize it. The reactants are: [O:1]=[C:2]([CH2:7][CH3:8])[CH2:3][C:4]([OH:6])=[O:5].Cl.